Dataset: Catalyst prediction with 721,799 reactions and 888 catalyst types from USPTO. Task: Predict which catalyst facilitates the given reaction. Reactant: [N:1]1[C:10]2[C:5](=[CH:6][C:7]([OH:11])=[CH:8][CH:9]=2)[CH:4]=[CH:3][CH:2]=1.[CH2:12]([N:19]=[C:20]=[O:21])[CH2:13][CH2:14][CH2:15][CH2:16][CH2:17][CH3:18].N1C=CC=CC=1. Product: [N:1]1[C:10]2[C:5](=[CH:6][C:7]([O:11][C:20](=[O:21])[NH:19][CH2:12][CH2:13][CH2:14][CH2:15][CH2:16][CH2:17][CH3:18])=[CH:8][CH:9]=2)[CH:4]=[CH:3][CH:2]=1. The catalyst class is: 7.